Dataset: NCI-60 drug combinations with 297,098 pairs across 59 cell lines. Task: Regression. Given two drug SMILES strings and cell line genomic features, predict the synergy score measuring deviation from expected non-interaction effect. Drug 1: C1CN1C2=NC(=NC(=N2)N3CC3)N4CC4. Drug 2: CC(C)CN1C=NC2=C1C3=CC=CC=C3N=C2N. Cell line: SF-295. Synergy scores: CSS=35.7, Synergy_ZIP=-2.47, Synergy_Bliss=-3.51, Synergy_Loewe=-3.32, Synergy_HSA=-2.72.